From a dataset of Catalyst prediction with 721,799 reactions and 888 catalyst types from USPTO. Predict which catalyst facilitates the given reaction. (1) Reactant: Br[C:2]1[CH:7]=[CH:6][C:5]([CH2:8][CH2:9][C:10]([CH3:25])([S:21]([CH3:24])(=[O:23])=[O:22])[C:11]([NH:13][O:14][CH:15]2[CH2:20][CH2:19][CH2:18][CH2:17][O:16]2)=[O:12])=[C:4]([F:26])[CH:3]=1.[C:27]1(B(O)O)[CH:32]=[CH:31][CH:30]=[CH:29][CH:28]=1.C(=O)([O-])[O-].[Na+].[Na+].BrC1C=CC(CCC(C)(S(C)(=O)=O)C(O)=O)=CC=1.Cl. Product: [F:26][C:4]1[CH:3]=[C:2]([C:27]2[CH:32]=[CH:31][CH:30]=[CH:29][CH:28]=2)[CH:7]=[CH:6][C:5]=1[CH2:8][CH2:9][C:10]([CH3:25])([S:21]([CH3:24])(=[O:23])=[O:22])[C:11]([NH:13][O:14][CH:15]1[CH2:20][CH2:19][CH2:18][CH2:17][O:16]1)=[O:12]. The catalyst class is: 127. (2) Reactant: [NH2:1][C:2]1[N:7]2[N:8]=[CH:9][C:10]([C:11]3[CH:12]=[N:13][C:14]([C:17]4[CH:22]=[CH:21][CH:20]=[CH:19][CH:18]=4)=[CH:15][CH:16]=3)=[C:6]2[N:5]=[C:4]([CH:23]2[CH2:28][CH2:27][CH:26]([CH2:29][C:30]([NH:32][NH2:33])=[O:31])[CH2:25][CH2:24]2)[CH:3]=1.[C:34](N1C=CN=C1)(N1C=CN=C1)=[O:35]. Product: [NH2:1][C:2]1[N:7]2[N:8]=[CH:9][C:10]([C:11]3[CH:12]=[N:13][C:14]([C:17]4[CH:22]=[CH:21][CH:20]=[CH:19][CH:18]=4)=[CH:15][CH:16]=3)=[C:6]2[N:5]=[C:4]([CH:23]2[CH2:24][CH2:25][CH:26]([CH2:29][C:30]3[O:31][C:34](=[O:35])[NH:33][N:32]=3)[CH2:27][CH2:28]2)[CH:3]=1. The catalyst class is: 1. (3) The catalyst class is: 343. Product: [Cl:10][C:11]1[CH:16]=[CH:15][CH:14]=[CH:13][C:12]=1[C:17]1[O:21][N:20]=[CH:19][C:18]=1[C:22]([N:5]1[CH2:6][CH2:7][CH2:8][CH2:9][CH:4]1[CH2:3][CH2:2][OH:1])=[O:23]. Reactant: [OH:1][CH2:2][CH2:3][CH:4]1[CH2:9][CH2:8][CH2:7][CH2:6][NH:5]1.[Cl:10][C:11]1[CH:16]=[CH:15][CH:14]=[CH:13][C:12]=1[C:17]1[O:21][N:20]=[CH:19][C:18]=1[C:22](O)=[O:23].CN(C(ON1N=NC2C=CC=CC1=2)=[N+](C)C)C.[B-](F)(F)(F)F.